This data is from Reaction yield outcomes from USPTO patents with 853,638 reactions. The task is: Predict the reaction yield, written as a fraction of the theoretical maximum amount of product (1.0 means a 100% yield; for example, 0.34 means a 34% yield). (1) The reactants are Br[C:2]1[CH:7]=[CH:6][CH:5]=[C:4]([N+:8]([O-:10])=[O:9])[C:3]=1[NH:11][C:12](=[O:14])[CH3:13].C([Sn](CCCC)(CCCC)[C:20]1[CH:25]=[CH:24][CH:23]=[CH:22][N:21]=1)CCC.C(=O)(O)[O-].[Na+]. The catalyst is C1(C)C=CC=CC=1.C1C=CC([P]([Pd]([P](C2C=CC=CC=2)(C2C=CC=CC=2)C2C=CC=CC=2)([P](C2C=CC=CC=2)(C2C=CC=CC=2)C2C=CC=CC=2)[P](C2C=CC=CC=2)(C2C=CC=CC=2)C2C=CC=CC=2)(C2C=CC=CC=2)C2C=CC=CC=2)=CC=1. The product is [N+:8]([C:4]1[CH:5]=[CH:6][CH:7]=[C:2]([C:20]2[CH:25]=[CH:24][CH:23]=[CH:22][N:21]=2)[C:3]=1[NH:11][C:12](=[O:14])[CH3:13])([O-:10])=[O:9]. The yield is 0.920. (2) The reactants are [C:1]([O:5][C:6]([NH:8][CH:9]([CH2:35][C:36]1[CH:41]=[CH:40][C:39]([F:42])=[CH:38][CH:37]=1)[C:10]([N:12]1[CH2:17][CH2:16][N:15]([CH:18]([CH2:22][C:23]2[CH:32]=[CH:31][C:30]3[C:25](=[CH:26][CH:27]=[CH:28][CH:29]=3)[CH:24]=2)[C:19](O)=[O:20])[CH2:14][CH:13]1[CH2:33][CH3:34])=[O:11])=[O:7])([CH3:4])([CH3:3])[CH3:2].C1C[N:46]([P+](ON2N=NC3C=CC=CC2=3)(N2CCCC2)N2CCCC2)[CH2:45]C1.F[P-](F)(F)(F)(F)F.CN.C1COCC1.C(N(CC)CC)C. The catalyst is ClCCl.O.CCOC(C)=O. The product is [C:1]([O:5][C:6](=[O:7])[NH:8][CH:9]([CH2:35][C:36]1[CH:41]=[CH:40][C:39]([F:42])=[CH:38][CH:37]=1)[C:10]([N:12]1[CH2:17][CH2:16][N:15]([CH:18]([C:19](=[O:20])[NH:46][CH3:45])[CH2:22][C:23]2[CH:32]=[CH:31][C:30]3[C:25](=[CH:26][CH:27]=[CH:28][CH:29]=3)[CH:24]=2)[CH2:14][CH:13]1[CH2:33][CH3:34])=[O:11])([CH3:4])([CH3:2])[CH3:3]. The yield is 0.730. (3) The reactants are [C:1]([O:13][CH2:14][CH2:15][CH2:16][CH3:17])(=[O:12])[C:2]([CH2:4][C:5]([O:7]CCCC)=O)=[CH2:3].[CH2:18]([CH:20]([CH2:23][CH2:24][CH2:25][CH3:26])[CH2:21][NH2:22])[CH3:19]. No catalyst specified. The product is [CH2:14]([O:13][C:1]([CH:2]1[CH2:4][C:5](=[O:7])[N:22]([CH2:21][CH:20]([CH2:18][CH3:19])[CH2:23][CH2:24][CH2:25][CH3:26])[CH2:3]1)=[O:12])[CH2:15][CH2:16][CH3:17]. The yield is 0.956.